From a dataset of Retrosynthesis with 50K atom-mapped reactions and 10 reaction types from USPTO. Predict the reactants needed to synthesize the given product. The reactants are: CN(C)C=O.Fc1ccc(Cl)cc1Br. Given the product O=Cc1cc(Cl)cc(Br)c1F, predict the reactants needed to synthesize it.